From a dataset of Full USPTO retrosynthesis dataset with 1.9M reactions from patents (1976-2016). Predict the reactants needed to synthesize the given product. Given the product [NH:66]1[C:61]2[CH:62]=[CH:63][CH:64]=[CH:65][C:60]=2[N:67]=[C:26]1[C:22]1[CH:21]=[C:20]([O:19][C:17]2[CH:16]=[CH:15][C:12]3[N:13]([CH3:14])[C:9]([NH:8][C:5]4[CH:4]=[CH:3][C:2]([F:1])=[CH:7][CH:6]=4)=[N:10][C:11]=3[CH:18]=2)[CH:25]=[CH:24][N:23]=1, predict the reactants needed to synthesize it. The reactants are: [F:1][C:2]1[CH:7]=[CH:6][C:5]([NH:8][C:9]2[N:13]([CH3:14])[C:12]3[CH:15]=[CH:16][C:17]([O:19][C:20]4[CH:25]=[CH:24][N:23]=[C:22]([C:26](O)=O)[CH:21]=4)=[CH:18][C:11]=3[N:10]=2)=[CH:4][CH:3]=1.CCN=C=NCCCN(C)C.Cl.C1C=NC2N(O)N=NC=2C=1.C(N(C(C)C)CC)(C)C.[C:60]1([NH2:67])[CH:65]=[CH:64][CH:63]=[CH:62][C:61]=1[NH2:66].C([O-])(=O)C.[Na+].